Task: Predict the reactants needed to synthesize the given product.. Dataset: Full USPTO retrosynthesis dataset with 1.9M reactions from patents (1976-2016) Given the product [CH2:1]([C:3]1[CH:4]=[C:5]([CH2:26][N:27]2[CH2:30][CH:29]([C:31]([OH:33])=[O:32])[CH2:28]2)[S:6][C:7]=1[C:8]1[N:12]=[C:11]([C:13]2[CH:14]=[CH:15][C:16]([O:19][C:20]3[CH:25]=[CH:24][CH:23]=[CH:22][CH:21]=3)=[CH:17][CH:18]=2)[O:10][N:9]=1)[CH3:2], predict the reactants needed to synthesize it. The reactants are: [CH2:1]([C:3]1[CH:4]=[C:5]([CH2:26][N:27]2[CH2:30][CH:29]([C:31]([O:33]C)=[O:32])[CH2:28]2)[S:6][C:7]=1[C:8]1[N:12]=[C:11]([C:13]2[CH:18]=[CH:17][C:16]([O:19][C:20]3[CH:25]=[CH:24][CH:23]=[CH:22][CH:21]=3)=[CH:15][CH:14]=2)[O:10][N:9]=1)[CH3:2].[OH-].[Na+].